From a dataset of Forward reaction prediction with 1.9M reactions from USPTO patents (1976-2016). Predict the product of the given reaction. (1) Given the reactants [Cl:1][C:2]1[C:10]2[O:9][CH2:8][CH2:7][C:6]=2[C:5]([CH:11]2[C@H:16]([O:17]CC3C=CC=CC=3)[C@@H:15]([O:25]CC3C=CC=CC=3)[C@H:14]([O:33]CC3C=CC=CC=3)[C@@H:13]([CH2:41][O:42]CC3C=CC=CC=3)[O:12]2)=[CH:4][C:3]=1[CH2:50][C:51]1[CH:56]=[CH:55][C:54]([O:57][CH3:58])=[CH:53][CH:52]=1, predict the reaction product. The product is: [Cl:1][C:2]1[C:10]2[O:9][CH2:8][CH2:7][C:6]=2[C:5]([C@H:11]2[C@H:16]([OH:17])[C@@H:15]([OH:25])[C@H:14]([OH:33])[C@@H:13]([CH2:41][OH:42])[O:12]2)=[CH:4][C:3]=1[CH2:50][C:51]1[CH:52]=[CH:53][C:54]([O:57][CH3:58])=[CH:55][CH:56]=1. (2) Given the reactants [CH3:1][N:2]1[CH2:10][C:9]2[C:4](=[C:5]([N+:18]([O-:20])=[O:19])[CH:6]=[CH:7][C:8]=2[N:11]2[CH2:16][CH2:15][C:14](=O)[CH2:13][CH2:12]2)[C:3]1=[O:21].[C:22]([O:26][C:27]([N:29]1[CH2:34][CH2:33][NH:32][CH2:31][CH2:30]1)=[O:28])([CH3:25])([CH3:24])[CH3:23].C(O[BH-](OC(=O)C)OC(=O)C)(=O)C.[Na+].[OH-].[Na+], predict the reaction product. The product is: [C:22]([O:26][C:27]([N:29]1[CH2:34][CH2:33][N:32]([CH:14]2[CH2:15][CH2:16][N:11]([C:8]3[CH:7]=[CH:6][C:5]([N+:18]([O-:20])=[O:19])=[C:4]4[C:9]=3[CH2:10][N:2]([CH3:1])[C:3]4=[O:21])[CH2:12][CH2:13]2)[CH2:31][CH2:30]1)=[O:28])([CH3:25])([CH3:23])[CH3:24]. (3) Given the reactants N1C=CC=CC=1.N1CCCCC1.[C:13]([OH:19])(=[O:18])[CH2:14][C:15](O)=O.[CH2:20]([O:23][C:24]1[CH:31]=[CH:30][CH:29]=[CH:28][C:25]=1C=O)[CH2:21][CH3:22].C(=O)=O, predict the reaction product. The product is: [CH2:20]([O:23][C:24]1[CH:31]=[CH:30][C:29]([CH:15]=[CH:14][C:13]([OH:19])=[O:18])=[CH:28][CH:25]=1)[CH2:21][CH3:22]. (4) Given the reactants BrC1C=CC(O)=C(C2(O)C3C(=CC=CC=3)N(CCCCC)C2=O)C=1.[Cl:25][C:26]1[C:31]([F:32])=[CH:30][C:29]([C:33]2(O)[C:41]3[C:36](=[CH:37][CH:38]=[CH:39][CH:40]=3)[N:35]([CH2:42][CH2:43][CH2:44][CH2:45][CH3:46])[C:34]2=[O:47])=[C:28]([OH:49])[CH:27]=1, predict the reaction product. The product is: [Cl:25][C:26]1[C:31]([F:32])=[CH:30][C:29]([CH:33]2[C:41]3[C:36](=[CH:37][CH:38]=[CH:39][CH:40]=3)[N:35]([CH2:42][CH2:43][CH2:44][CH2:45][CH3:46])[C:34]2=[O:47])=[C:28]([OH:49])[CH:27]=1. (5) The product is: [Cl:1][C:2]1[CH:7]=[C:6]([OH:21])[CH:5]=[N:4][C:3]=1[CH:17]1[CH2:19][CH2:18]1. Given the reactants [Cl:1][C:2]1[C:3]([CH:17]2[CH2:19][CH2:18]2)=[N:4][CH:5]=[C:6](B2OC(C)(C)C(C)(C)O2)[CH:7]=1.S([O-])(O[O-])(=O)=[O:21].[K+].[K+], predict the reaction product. (6) Given the reactants Br[C:2]1[CH:3]=[C:4]([C:8]2[CH:9]=[N:10][CH:11]=[CH:12][CH:13]=2)[CH:5]=[CH:6][CH:7]=1.[B:14]1([B:14]2[O:19][CH2:18][C:17]([CH3:21])([CH3:20])[CH2:16][O:15]2)[O:19][CH2:18][C:17]([CH3:21])([CH3:20])[CH2:16][O:15]1.C([O-])(=O)C.[K+], predict the reaction product. The product is: [CH3:20][C:17]1([CH3:21])[CH2:18][O:19][B:14]([C:2]2[CH:3]=[C:4]([C:8]3[CH:9]=[N:10][CH:11]=[CH:12][CH:13]=3)[CH:5]=[CH:6][CH:7]=2)[O:15][CH2:16]1. (7) Given the reactants [CH2:1]([CH:5]1[C:9](=[O:10])[C:8]2[CH:11]=[C:12]([N+:15]([O-:17])=[O:16])[CH:13]=[CH:14][C:7]=2[O:6]1)[CH2:2][CH2:3][CH3:4].[BH4-].[Na+], predict the reaction product. The product is: [CH2:1]([CH:5]1[CH:9]([OH:10])[C:8]2[CH:11]=[C:12]([N+:15]([O-:17])=[O:16])[CH:13]=[CH:14][C:7]=2[O:6]1)[CH2:2][CH2:3][CH3:4].